Dataset: Peptide-MHC class I binding affinity with 185,985 pairs from IEDB/IMGT. Task: Regression. Given a peptide amino acid sequence and an MHC pseudo amino acid sequence, predict their binding affinity value. This is MHC class I binding data. The peptide sequence is STAPSSPPPY. The MHC is HLA-A30:02 with pseudo-sequence HLA-A30:02. The binding affinity (normalized) is 0.323.